From a dataset of Catalyst prediction with 721,799 reactions and 888 catalyst types from USPTO. Predict which catalyst facilitates the given reaction. (1) Reactant: Br[C:2]1[CH:3]=[C:4]([NH:8][CH2:9][C:10]2[CH:15]=[CH:14][C:13]([O:16][CH3:17])=[C:12]([O:18][CH:19]3[CH2:23][CH2:22][CH2:21][CH2:20]3)[CH:11]=2)[CH:5]=[N:6][CH:7]=1.[O:24]1[CH2:29][CH2:28][N:27]([C:30]2[N:35]=[CH:34][C:33](B(O)O)=[CH:32][CH:31]=2)[CH2:26][CH2:25]1.C(#N)C.C(=O)([O-])[O-].[Na+].[Na+]. Product: [CH:19]1([O:18][C:12]2[CH:11]=[C:10]([CH:15]=[CH:14][C:13]=2[O:16][CH3:17])[CH2:9][NH:8][C:4]2[CH:3]=[C:2]([C:33]3[CH:34]=[N:35][C:30]([N:27]4[CH2:26][CH2:25][O:24][CH2:29][CH2:28]4)=[CH:31][CH:32]=3)[CH:7]=[N:6][CH:5]=2)[CH2:23][CH2:22][CH2:21][CH2:20]1. The catalyst class is: 189. (2) Reactant: [O:1]=[C:2]1[C:10]2[C:5](=[CH:6][CH:7]=[CH:8][CH:9]=2)[C:4](=[O:11])[N:3]1[C@H:12]([C:18](=[O:36])[N:19]1[C@H:24]([C:25](=[O:35])[NH:26][CH2:27][CH2:28][C:29]2[CH:34]=[CH:33][CH:32]=[CH:31][CH:30]=2)[CH2:23][CH2:22][CH2:21][NH:20]1)[CH2:13][CH2:14][C:15](O)=[O:16].CN1CCOCC1.P(Cl)(Cl)(Cl)(Cl)Cl. Product: [CH2:27]([NH:26][C:25]([C@H:24]1[N:19]2[C:18](=[O:36])[C@@H:12]([N:3]3[C:4](=[O:11])[C:5]4[C:10](=[CH:9][CH:8]=[CH:7][CH:6]=4)[C:2]3=[O:1])[CH2:13][CH2:14][C:15](=[O:16])[N:20]2[CH2:21][CH2:22][CH2:23]1)=[O:35])[CH2:28][C:29]1[CH:30]=[CH:31][CH:32]=[CH:33][CH:34]=1. The catalyst class is: 1. (3) Reactant: Cl[C:2]1[C:11]2[C:6](=[CH:7][C:8]([O:14][CH3:15])=[C:9]([O:12][CH3:13])[CH:10]=2)[N:5]=[CH:4][CH:3]=1.[Br:16][C:17]1[CH:32]=[C:31]([Br:33])[CH:30]=[C:19]([C:20]([NH:22][C:23]2[CH:28]=[CH:27][C:26]([Br:29])=[CH:25][CH:24]=2)=[O:21])[C:18]=1[OH:34]. Product: [Br:29][C:26]1[CH:25]=[CH:24][C:23]([NH:22][C:20](=[O:21])[C:19]2[CH:30]=[C:31]([Br:33])[CH:32]=[C:17]([Br:16])[C:18]=2[O:34][C:2]2[C:11]3[C:6](=[CH:7][C:8]([O:14][CH3:15])=[C:9]([O:12][CH3:13])[CH:10]=3)[N:5]=[CH:4][CH:3]=2)=[CH:28][CH:27]=1. The catalyst class is: 420. (4) Reactant: [Cl:1][C:2]1[CH:3]=[C:4]2[C:9](=[CH:10][C:11]=1[C:12]([N:14]1[CH2:18][CH2:17][CH2:16][CH2:15]1)=[O:13])[N:8]=[CH:7][N:6]=[C:5]2[NH:19][CH:20]([C:26]1[N:30](C(OC(C)(C)C)=O)[C:29]2[CH:38]=[CH:39][C:40]([Cl:42])=[CH:41][C:28]=2[N:27]=1)[CH2:21][CH2:22][C:23]([OH:25])=O.[CH3:43][NH:44][CH2:45][C:46]([NH2:48])=[O:47].CN(C(ON1N=NC2C=CC=CC1=2)=[N+](C)C)C.[B-](F)(F)(F)F.FC(F)(F)C(O)=O. Product: [Cl:1][C:2]1[CH:3]=[C:4]2[C:9](=[CH:10][C:11]=1[C:12]([N:14]1[CH2:18][CH2:17][CH2:16][CH2:15]1)=[O:13])[N:8]=[CH:7][N:6]=[C:5]2[NH:19][CH:20]([C:26]1[NH:30][C:29]2[CH:38]=[CH:39][C:40]([Cl:42])=[CH:41][C:28]=2[N:27]=1)[CH2:21][CH2:22][C:23]([N:44]([CH2:45][C:46]([NH2:48])=[O:47])[CH3:43])=[O:25]. The catalyst class is: 783. (5) Reactant: [F:1][C:2]1[CH:3]=[C:4]([N+:9]([O-:11])=[O:10])[CH:5]=[CH:6][C:7]=1F.[NH:12]1[CH2:17][CH2:16][O:15][CH2:14][CH2:13]1. Product: [F:1][C:2]1[CH:3]=[C:4]([N+:9]([O-:11])=[O:10])[CH:5]=[CH:6][C:7]=1[N:12]1[CH2:17][CH2:16][O:15][CH2:14][CH2:13]1. The catalyst class is: 5. (6) Reactant: [CH2:1]([O:3][C:4]([CH2:6][CH2:7][CH2:8][N:9]1[C:13](/[CH:14]=[C:15]2\[CH2:16][N:17]([C:22]([C:35]3[CH:40]=[CH:39][CH:38]=[CH:37][CH:36]=3)([C:29]3[CH:34]=[CH:33][CH:32]=[CH:31][CH:30]=3)[C:23]3[CH:28]=[CH:27][CH:26]=[CH:25][CH:24]=3)[CH2:18][CH2:19][C:20]\2=[O:21])=[CH:12][N:11]=[N:10]1)=[O:5])[CH3:2].ClCCl.[BH4-].[Na+].[Cl-].[NH4+]. The catalyst class is: 8. Product: [CH2:1]([O:3][C:4]([CH2:6][CH2:7][CH2:8][N:9]1[C:13](/[CH:14]=[C:15]2\[CH2:16][N:17]([C:22]([C:35]3[CH:36]=[CH:37][CH:38]=[CH:39][CH:40]=3)([C:29]3[CH:30]=[CH:31][CH:32]=[CH:33][CH:34]=3)[C:23]3[CH:24]=[CH:25][CH:26]=[CH:27][CH:28]=3)[CH2:18][CH2:19][CH:20]\2[OH:21])=[CH:12][N:11]=[N:10]1)=[O:5])[CH3:2]. (7) Reactant: F[C:2]1[CH:3]=[C:4]([CH:7]=[CH:8][C:9]=1[N:10]1[CH:14]=[N:13][C:12]([CH3:15])=[N:11]1)[C:5]#[N:6].[CH3:16][O-:17].[Na+]. Product: [CH3:16][O:17][C:2]1[CH:3]=[C:4]([CH:7]=[CH:8][C:9]=1[N:10]1[CH:14]=[N:13][C:12]([CH3:15])=[N:11]1)[C:5]#[N:6]. The catalyst class is: 3. (8) Reactant: [C:1]([CH2:3][CH2:4][CH2:5][C:6]([NH:8][CH2:9][C:10]1([C:16]2[S:17][CH:18]=[C:19]([C:21]3[CH:26]=[CH:25][CH:24]=[CH:23][CH:22]=3)[N:20]=2)[CH2:15][CH2:14][O:13][CH2:12][CH2:11]1)=[O:7])#[N:2].OC1C=CC=C2C=1N=CC=C2.Cl.[NH2:39][OH:40].C(=O)([O-])[O-].[Na+].[Na+]. Product: [NH2:2][C:1](=[N:39][OH:40])[CH2:3][CH2:4][CH2:5][C:6]([NH:8][CH2:9][C:10]1([C:16]2[S:17][CH:18]=[C:19]([C:21]3[CH:22]=[CH:23][CH:24]=[CH:25][CH:26]=3)[N:20]=2)[CH2:15][CH2:14][O:13][CH2:12][CH2:11]1)=[O:7]. The catalyst class is: 40. (9) Reactant: [CH3:1][O:2][C:3]1[N:8]=[CH:7][C:6]([C:9]2[C:13]3[CH:14]=[C:15]4[C:20](=[CH:21][C:12]=3[N:11](C(C3C=CC=CC=3)(C3C=CC=CC=3)C3C=CC=CC=3)[N:10]=2)[NH:19][C:18](=[O:22])[N:17]([C@@H:23]2[CH2:28][CH2:27][CH2:26][N:25](C(OC(C)(C)C)=O)[CH2:24]2)[CH2:16]4)=[CH:5][N:4]=1.C(O)(C(F)(F)F)=O. Product: [CH3:1][O:2][C:3]1[N:4]=[CH:5][C:6]([C:9]2[C:13]3[CH:14]=[C:15]4[C:20](=[CH:21][C:12]=3[NH:11][N:10]=2)[NH:19][C:18](=[O:22])[N:17]([C@@H:23]2[CH2:28][CH2:27][CH2:26][NH:25][CH2:24]2)[CH2:16]4)=[CH:7][N:8]=1. The catalyst class is: 2.